Dataset: Catalyst prediction with 721,799 reactions and 888 catalyst types from USPTO. Task: Predict which catalyst facilitates the given reaction. (1) Reactant: C1(COC2C=CC3C(O)CCCCC=3C=2)CCCCC1.C1CCN2C(=NCCC2)CC1.C1(P(N=[N+]=[N-])(C2C=CC=CC=2)=O)C=CC=CC=1.[N:49]([CH:52]1[C:58]2[CH:59]=[CH:60][C:61]([O:63][CH2:64][CH:65]3[CH2:70][CH2:69][CH2:68][CH2:67][CH2:66]3)=[CH:62][C:57]=2[CH2:56][CH2:55][CH2:54][CH2:53]1)=[N+:50]=[N-:51].C1(COC2C=CC3C=CCCCC=3C=2)CCCCC1. Product: [N:49]([CH:52]1[C:58]2[CH:59]=[CH:60][C:61]([O:63][CH2:64][CH:65]3[CH2:70][CH2:69][CH2:68][CH2:67][CH2:66]3)=[CH:62][C:57]=2[CH2:56][CH2:55][CH2:54][CH2:53]1)=[N+:50]=[N-:51]. The catalyst class is: 260. (2) Reactant: [NH2:1][C:2]1[C:7]2=[C:8]([C:14]3[CH:15]=[CH:16][C:17]4[C:21]([CH:22]=3)=[N:20][N:19]([CH2:23][C:24]3[CH:29]=[CH:28][CH:27]=[CH:26][CH:25]=3)[CH:18]=4)[CH:9]=[C:10]([CH2:11][CH2:12]O)[N:6]2[N:5]=[CH:4][N:3]=1.C(Br)(Br)(Br)[Br:31].C1(P(C2C=CC=CC=2)C2C=CC=CC=2)C=CC=CC=1.CCOC(C)=O. Product: [CH2:23]([N:19]1[CH:18]=[C:17]2[C:21]([CH:22]=[C:14]([C:8]3[CH:9]=[C:10]([CH2:11][CH2:12][Br:31])[N:6]4[C:7]=3[C:2]([NH2:1])=[N:3][CH:4]=[N:5]4)[CH:15]=[CH:16]2)=[N:20]1)[C:24]1[CH:29]=[CH:28][CH:27]=[CH:26][CH:25]=1. The catalyst class is: 1. (3) The catalyst class is: 4. Product: [O:10]=[C:9]1[CH:8]=[CH:7][C:6](=[O:11])[N:5]1[CH2:4][CH2:3][CH2:2][O:1][C:19](=[O:23])[C:20]([CH3:22])=[CH2:21]. Reactant: [OH:1][CH2:2][CH2:3][CH2:4][N:5]1[C:9](=[O:10])[CH:8]=[CH:7][C:6]1=[O:11].C(N(CC)CC)C.[C:19](O[C:19](=[O:23])[C:20]([CH3:22])=[CH2:21])(=[O:23])[C:20]([CH3:22])=[CH2:21]. (4) Reactant: [C@H:1]1([C:10]([O-:12])=[O:11])[CH2:6][CH2:5][C@H:4]([C:7]([O-:9])=O)[CH2:3][CH2:2]1.O.[C:14](=O)([O-])O.[Na+]. Product: [OH:9][CH2:7][C@H:4]1[CH2:3][CH2:2][C@H:1]([C:10]([O:12][CH3:14])=[O:11])[CH2:6][CH2:5]1. The catalyst class is: 7. (5) Reactant: [F:1][C:2]1[CH:9]=[CH:8][C:5]([CH:6]=O)=[CH:4][N:3]=1.[Br:10][C:11]1[CH:16]=[C:15]([C:17]([F:20])([F:19])[F:18])[CH:14]=[C:13]([NH2:21])[C:12]=1[NH2:22].S([O-])(O[O-])(=O)=O.[K+].[K+]. Product: [Br:10][C:11]1[C:12]2[NH:22][C:6]([C:5]3[CH:4]=[N:3][C:2]([F:1])=[CH:9][CH:8]=3)=[N:21][C:13]=2[CH:14]=[C:15]([C:17]([F:18])([F:19])[F:20])[CH:16]=1. The catalyst class is: 18.